Regression. Given two drug SMILES strings and cell line genomic features, predict the synergy score measuring deviation from expected non-interaction effect. From a dataset of NCI-60 drug combinations with 297,098 pairs across 59 cell lines. Drug 1: CN(C)C1=NC(=NC(=N1)N(C)C)N(C)C. Drug 2: C1=CC=C(C(=C1)C(C2=CC=C(C=C2)Cl)C(Cl)Cl)Cl. Cell line: HOP-92. Synergy scores: CSS=-0.808, Synergy_ZIP=0.356, Synergy_Bliss=0.844, Synergy_Loewe=0.0855, Synergy_HSA=-0.136.